From a dataset of Forward reaction prediction with 1.9M reactions from USPTO patents (1976-2016). Predict the product of the given reaction. Given the reactants [CH3:1][O:2][C:3]1[CH:55]=[C:54]([O:56][CH3:57])[CH:53]=[C:52]([O:58][CH3:59])[C:4]=1[CH:5]=[CH:6][CH:7]([S:21]([CH:24]([CH:38]=[CH:39][C:40]1[C:45]([O:46][CH3:47])=[CH:44][C:43]([O:48][CH3:49])=[CH:42][C:41]=1[O:50][CH3:51])[C:25]1[CH:30]=[CH:29][C:28]([O:31][CH3:32])=[C:27]([NH:33][C:34](=[O:37])[CH2:35]Cl)[CH:26]=1)(=[O:23])=[O:22])[C:8]1[CH:13]=[CH:12][C:11]([O:14][CH3:15])=[C:10]([NH:16][C:17](=[O:20])[CH2:18]Cl)[CH:9]=1.[CH3:60][N:61]1[CH2:66][CH2:65][NH:64][CH2:63][CH2:62]1.C(=O)([O-])[O-].[K+].[K+].O, predict the reaction product. The product is: [CH3:1][O:2][C:3]1[CH:55]=[C:54]([O:56][CH3:57])[CH:53]=[C:52]([O:58][CH3:59])[C:4]=1/[CH:5]=[CH:6]/[CH:7]([S:21]([CH:24](/[CH:38]=[CH:39]/[C:40]1[C:45]([O:46][CH3:47])=[CH:44][C:43]([O:48][CH3:49])=[CH:42][C:41]=1[O:50][CH3:51])[C:25]1[CH:30]=[CH:29][C:28]([O:31][CH3:32])=[C:27]([NH:33][C:34](=[O:37])[CH2:35][N:64]2[CH2:65][CH2:66][N:61]([CH3:60])[CH2:62][CH2:63]2)[CH:26]=1)(=[O:23])=[O:22])[C:8]1[CH:13]=[CH:12][C:11]([O:14][CH3:15])=[C:10]([NH:16][C:17](=[O:20])[CH2:18][N:64]2[CH2:65][CH2:66][N:61]([CH3:60])[CH2:62][CH2:63]2)[CH:9]=1.